Dataset: Full USPTO retrosynthesis dataset with 1.9M reactions from patents (1976-2016). Task: Predict the reactants needed to synthesize the given product. (1) Given the product [CH:18]([O:21][CH:22]1[CH2:27][CH2:26][CH:25]([N:1]2[CH2:6][CH2:5][CH:4]([N:7]3[C@@H:16]4[C@H:11]([CH2:12][CH2:13][CH2:14][CH2:15]4)[CH2:10][NH:9][C:8]3=[O:17])[CH2:3][CH2:2]2)[CH2:24][CH2:23]1)([CH3:20])[CH3:19], predict the reactants needed to synthesize it. The reactants are: [NH:1]1[CH2:6][CH2:5][CH:4]([N:7]2[C@@H:16]3[C@H:11]([CH2:12][CH2:13][CH2:14][CH2:15]3)[CH2:10][NH:9][C:8]2=[O:17])[CH2:3][CH2:2]1.[CH:18]([O:21][CH:22]1[CH2:27][CH2:26][C:25](=O)[CH2:24][CH2:23]1)([CH3:20])[CH3:19]. (2) Given the product [CH2:16]([O:15][C@@H:10]1[CH2:11][CH2:12][CH2:13][CH2:14][C@H:9]1[CH2:8][C:7]([OH:19])=[O:6])[CH:17]=[CH2:18], predict the reactants needed to synthesize it. The reactants are: [OH-].[Na+].C([O:6][C:7](=[O:19])[CH2:8][CH:9]1[CH2:14][CH2:13][CH2:12][CH2:11][CH:10]1[O:15][CH2:16][CH:17]=[CH2:18])C=C.